Dataset: Full USPTO retrosynthesis dataset with 1.9M reactions from patents (1976-2016). Task: Predict the reactants needed to synthesize the given product. Given the product [Cl:1][C:2]1[CH:7]=[CH:6][C:5]([C:8]2([CH2:12][N:14]3[CH2:20][CH2:19][CH2:18][CH2:17][CH:16]([CH2:21][OH:22])[CH2:15]3)[CH2:11][CH2:10][CH2:9]2)=[CH:4][CH:3]=1, predict the reactants needed to synthesize it. The reactants are: [Cl:1][C:2]1[CH:7]=[CH:6][C:5]([C:8]2([C:12]([N:14]3[CH2:20][CH2:19][CH2:18][CH2:17][CH:16]([CH2:21][OH:22])[CH2:15]3)=O)[CH2:11][CH2:10][CH2:9]2)=[CH:4][CH:3]=1.[H-].COCCO[Al+]OCCOC.[Na+].[H-].